Dataset: Experimentally validated miRNA-target interactions with 360,000+ pairs, plus equal number of negative samples. Task: Binary Classification. Given a miRNA mature sequence and a target amino acid sequence, predict their likelihood of interaction. (1) The miRNA is hsa-miR-6722-3p with sequence UGCAGGGGUCGGGUGGGCCAGG. The protein sequence of the target gene is MAAVVAATRWWQLLLVLSAAGMGASGAPQPPNILLLLMDDMGWGDLGVYGEPSRETPNLDRMAAEGLLFPNFYSANPLCSPSRAALLTGRLPIRNGFYTTNAHARNAYTPQEIVGGIPDSEQLLPELLKKAGYVSKIVGKWHLGHRPQFHPLKHGFDEWFGSPNCHFGPYDNKARPNIPVYRDWEMVGRYYEEFPINLKTGEANLTQIYLQEALDFIKRQARHHPFFLYWAVDATHAPVYASKPFLGTSQRGRYGDAVREIDDSIGKILELLQDLHVADNTFVFFTSDNGAALISAPEQG.... Result: 1 (interaction). (2) The miRNA is hsa-miR-6078 with sequence CCGCCUGAGCUAGCUGUGG. Result: 0 (no interaction). The protein sequence of the target gene is MRVPVFEDIKDETEEEKIGEEENEEDQVFYKPVIEDLSMELARKCTELISDIRYKEEFKKSKDKCTFVTDSPMLNHVKNIGAFISEAKYKGTIKADLSNSLYKRMPATIDSVFAGEVTQLQSEVAYKQKHDAAKGFSDYAHMKEPPEVKHAMEVNKHQSNISYRKDVQDTHTYSAELDRPDIKMATQISKIISNAEYKKGQGIMNKEPAVIGRPDFEHAVEASKLSSQIKYKEKFDNEMKDKKHHYNPLESASFRQNQLAATLASNVKYKKDIQNMHDPVSDLPNLLFLDHVLKASKMLS.... (3) The miRNA is mmu-miR-30e-5p with sequence UGUAAACAUCCUUGACUGGAAG. The protein sequence of the target gene is MGEQPIFTTRAHVFQIDPSTKKNWVPASKQAVTVSYFYDVTRNSYRIISVDGAKVIINSTITPNMTFTKTSQKFGQWADSRANTVFGLGFSSELQLTKFAEKFQEVREAARLARDKSQEKTETSSNHSQESGCETPSSTQASSVNGTDDEKASHASPADTHLKSENDKLKIALTQSAANVKKWEMELQTLRESNARLTTALQESAASVEQWKRQFSICRDENDRLRSKIEELEEQCSEINREKEKNTQLKRRIEELESEVRDKEMELKDLRKQSEIIPQLMSECEYVSEKLEAAERDNQN.... Result: 1 (interaction). (4) The miRNA is hsa-miR-4666a-5p with sequence AUACAUGUCAGAUUGUAUGCC. The protein sequence of the target gene is MAEERPPRLVDYFVVAGLAGNGAPIPEEKWVPEPTGPLRPPRPAEPITDVAVIARALGEEVPQGYTCIQTSAGGHPLELSAGLLGGTQPVICYRRGRDKPPLVELGVLYEGKERPKLGFQVLDTTPYSHSANLAPPGPGHPRTYLMYRRAAEGAGLHALGITDLCLVLPSKGEGTPHTYCRLPRNLNPGMWGPAVYLCYKVGLAKANTLVYEAELLGRYPEEDNEAFPLPESVPVFCLPMGATIECWPAQTKYPVPVFSTFVLTGAAGDKVYGAALQFYEAFPRARLSERQARALGLMSA.... Result: 0 (no interaction).